From a dataset of Forward reaction prediction with 1.9M reactions from USPTO patents (1976-2016). Predict the product of the given reaction. (1) The product is: [N:1]1[CH:6]=[CH:5][CH:4]=[CH:3][C:2]=1[C:7]#[C:8][C:9]12[CH2:16][C:13]([NH2:17])([CH2:14][CH2:15]1)[CH2:12][CH2:11][CH2:10]2. Given the reactants [N:1]1[CH:6]=[CH:5][CH:4]=[CH:3][C:2]=1[C:7]#[C:8][C:9]12[CH2:16][C:13]([NH:17]C(=O)OC(C)(C)C)([CH2:14][CH2:15]1)[CH2:12][CH2:11][CH2:10]2.FC(F)(F)C(O)=O, predict the reaction product. (2) Given the reactants [C:1]([O:5][C:6]([N:8]1[CH2:13][CH2:12][C:11]([CH2:19][CH2:20][CH2:21][N:22]2[CH2:26][CH2:25][CH2:24][CH2:23]2)([C:14]([O:16]CC)=[O:15])[CH2:10][CH2:9]1)=[O:7])([CH3:4])([CH3:3])[CH3:2].[OH-].[Na+].Cl, predict the reaction product. The product is: [C:1]([O:5][C:6]([N:8]1[CH2:13][CH2:12][C:11]([CH2:19][CH2:20][CH2:21][N:22]2[CH2:23][CH2:24][CH2:25][CH2:26]2)([C:14]([OH:16])=[O:15])[CH2:10][CH2:9]1)=[O:7])([CH3:4])([CH3:2])[CH3:3]. (3) Given the reactants [O:1]=[C:2]1[N:6]2[C:7]3[CH:14]=[CH:13][C:12]([N:15]4[CH2:20][CH2:19][O:18][CH2:17][C:16]4=[O:21])=[CH:11][C:8]=3[O:9][CH2:10][C@H:5]2[C@H:4]([C:22]([OH:24])=O)[O:3]1.Cl.[Cl:26][C:27]1[S:31][C:30]([NH2:32])=[CH:29][CH:28]=1.CN(C(ON1N=NC2C=CC=NC1=2)=[N+](C)C)C.F[P-](F)(F)(F)(F)F, predict the reaction product. The product is: [Cl:26][C:27]1[S:31][C:30]([NH:32][C:22]([C@H:4]2[C@H:5]3[N:6]([C:7]4[CH:14]=[CH:13][C:12]([N:15]5[CH2:20][CH2:19][O:18][CH2:17][C:16]5=[O:21])=[CH:11][C:8]=4[O:9][CH2:10]3)[C:2](=[O:1])[O:3]2)=[O:24])=[CH:29][CH:28]=1. (4) Given the reactants Cl[C:2]1[CH:3]=[CH:4][C:5]2[N:6]([C:8]([C:11]3[S:19][C:18]4[C:17]([OH:20])=[CH:16][N:15]=[CH:14][C:13]=4[CH:12]=3)=[CH:9][N:10]=2)[N:7]=1.CC1(C)C2C(=C(P(C3C=CC=CC=3)C3C=CC=CC=3)C=CC=2)OC2C(P(C3C=CC=CC=3)C3C=CC=CC=3)=CC=CC1=2.C(=O)([O-])[O-].[K+].[K+].[CH3:69][O:70][C:71]1[CH:72]=[C:73]([CH:75]=[CH:76][C:77]=1[O:78][CH3:79])[NH2:74], predict the reaction product. The product is: [CH3:69][O:70][C:71]1[CH:72]=[C:73]([NH:74][C:2]2[CH:3]=[CH:4][C:5]3[N:6]([C:8]([C:11]4[S:19][C:18]5[C:17]([OH:20])=[CH:16][N:15]=[CH:14][C:13]=5[CH:12]=4)=[CH:9][N:10]=3)[N:7]=2)[CH:75]=[CH:76][C:77]=1[O:78][CH3:79]. (5) Given the reactants O.[OH-].[Li+].[CH3:4][O:5]/[C:6](=[CH:11]\[C:12]1[CH:17]=[CH:16][C:15]([O:18][S:19]([C:22]([F:25])([F:24])[F:23])(=[O:21])=[O:20])=[C:14]([O:26][CH2:27][CH2:28][CH2:29][CH3:30])[CH:13]=1)/[C:7]([O:9]C)=[O:8].Cl, predict the reaction product. The product is: [CH2:27]([O:26][C:14]1[CH:13]=[C:12](/[CH:11]=[C:6](\[O:5][CH3:4])/[C:7]([OH:9])=[O:8])[CH:17]=[CH:16][C:15]=1[O:18][S:19]([C:22]([F:25])([F:23])[F:24])(=[O:21])=[O:20])[CH2:28][CH2:29][CH3:30]. (6) The product is: [N:21]1[CH:26]=[CH:25][C:24]([C:2]2[C:6]3[C:7](=[O:11])[NH:8][CH:9]=[CH:10][C:5]=3[S:4][CH:3]=2)=[CH:23][CH:22]=1. Given the reactants Br[C:2]1[C:6]2[C:7](=[O:11])[NH:8][CH:9]=[CH:10][C:5]=2[S:4][CH:3]=1.C(O)C.C(=O)([O-])[O-].[Na+].[Na+].[N:21]1[CH:26]=[CH:25][C:24](B(O)O)=[CH:23][CH:22]=1, predict the reaction product. (7) Given the reactants C1(C)C=CC(S([O-])(=O)=O)=CC=1.[CH3:12][C@H:13]1[C@H:16]([NH3+:17])[C:15](=[O:18])[NH:14]1.CCN(C(C)C)C(C)C.[CH:28]1([CH2:34][CH2:35][CH2:36][CH2:37][O:38][C:39](N2C=CC=CC2=O)=[O:40])[CH2:33][CH2:32][CH2:31][CH2:30][CH2:29]1, predict the reaction product. The product is: [CH:28]1([CH2:34][CH2:35][CH2:36][CH2:37][O:38][C:39](=[O:40])[NH:17][C@@H:16]2[C:15](=[O:18])[NH:14][C@H:13]2[CH3:12])[CH2:33][CH2:32][CH2:31][CH2:30][CH2:29]1. (8) Given the reactants [S:1]1[CH:5]=[CH:4][CH:3]=[C:2]1B(O)O.Br[C:10]1[CH:15]=[CH:14][C:13]([C:16]([N:18]2[CH2:22][CH2:21][CH2:20][C@H:19]2[CH2:23][N:24]2[CH2:28][CH2:27][CH2:26][CH2:25]2)=[O:17])=[C:12]([F:29])[CH:11]=1, predict the reaction product. The product is: [F:29][C:12]1[CH:11]=[C:10]([C:2]2[S:1][CH:5]=[CH:4][CH:3]=2)[CH:15]=[CH:14][C:13]=1[C:16]([N:18]1[CH2:22][CH2:21][CH2:20][C@H:19]1[CH2:23][N:24]1[CH2:28][CH2:27][CH2:26][CH2:25]1)=[O:17]. (9) Given the reactants [CH:1]1([NH:4][C:5]([C:7]2[CH:8]=[C:9]([F:31])[C:10]([CH3:30])=[C:11]([C:13]3[C:14]([C:27](O)=[O:28])=[CH:15][C:16]([C:19]([NH:21][CH2:22][C:23]([CH3:26])([CH3:25])[CH3:24])=[O:20])=[CH:17][CH:18]=3)[CH:12]=2)=[O:6])[CH2:3][CH2:2]1.C[N:33](C(ON1N=NC2C=CC=CC1=2)=[N+](C)C)C.F[P-](F)(F)(F)(F)F.CCN(CC)CC.N, predict the reaction product. The product is: [CH:1]1([NH:4][C:5]([C:7]2[CH:12]=[C:11]([C:13]3[C:14]([C:27]([NH2:33])=[O:28])=[CH:15][C:16]([C:19]([NH:21][CH2:22][C:23]([CH3:25])([CH3:26])[CH3:24])=[O:20])=[CH:17][CH:18]=3)[C:10]([CH3:30])=[C:9]([F:31])[CH:8]=2)=[O:6])[CH2:3][CH2:2]1.